Dataset: Peptide-MHC class I binding affinity with 185,985 pairs from IEDB/IMGT. Task: Regression. Given a peptide amino acid sequence and an MHC pseudo amino acid sequence, predict their binding affinity value. This is MHC class I binding data. The peptide sequence is YTVKYPNT. The MHC is H-2-Db with pseudo-sequence H-2-Db. The binding affinity (normalized) is 0.